Dataset: NCI-60 drug combinations with 297,098 pairs across 59 cell lines. Task: Regression. Given two drug SMILES strings and cell line genomic features, predict the synergy score measuring deviation from expected non-interaction effect. Drug 1: CN(CC1=CN=C2C(=N1)C(=NC(=N2)N)N)C3=CC=C(C=C3)C(=O)NC(CCC(=O)O)C(=O)O. Drug 2: CC1CCC2CC(C(=CC=CC=CC(CC(C(=O)C(C(C(=CC(C(=O)CC(OC(=O)C3CCCCN3C(=O)C(=O)C1(O2)O)C(C)CC4CCC(C(C4)OC)O)C)C)O)OC)C)C)C)OC. Cell line: K-562. Synergy scores: CSS=47.9, Synergy_ZIP=1.04, Synergy_Bliss=0.894, Synergy_Loewe=-12.1, Synergy_HSA=-1.60.